Dataset: Peptide-MHC class II binding affinity with 134,281 pairs from IEDB. Task: Regression. Given a peptide amino acid sequence and an MHC pseudo amino acid sequence, predict their binding affinity value. This is MHC class II binding data. (1) The peptide sequence is SMPFGKTPVLEIDGK. The MHC is DRB5_0101 with pseudo-sequence DRB5_0101. The binding affinity (normalized) is 0.0567. (2) The peptide sequence is GGSVIRISSANPEDL. The MHC is HLA-DQA10301-DQB10302 with pseudo-sequence HLA-DQA10301-DQB10302. The binding affinity (normalized) is 0.378. (3) The peptide sequence is LITANPIVTDKEKPV. The MHC is DRB1_0301 with pseudo-sequence DRB1_0301. The binding affinity (normalized) is 0.369. (4) The peptide sequence is LVGPTPVNIIGRNLMTQIGC. The MHC is DRB5_0101 with pseudo-sequence DRB5_0101. The binding affinity (normalized) is 0. (5) The peptide sequence is SHIQSAVVCGRRHGV. The MHC is HLA-DPA10201-DPB10101 with pseudo-sequence HLA-DPA10201-DPB10101. The binding affinity (normalized) is 0.0738. (6) The peptide sequence is SSYAATEVANAAAGQ. The MHC is HLA-DQA10501-DQB10301 with pseudo-sequence HLA-DQA10501-DQB10301. The binding affinity (normalized) is 0.375. (7) The peptide sequence is AAPAAVAAAGDAAKG. The MHC is DRB1_0701 with pseudo-sequence DRB1_0701. The binding affinity (normalized) is 0.126.